Task: Predict the product of the given reaction.. Dataset: Forward reaction prediction with 1.9M reactions from USPTO patents (1976-2016) (1) Given the reactants Br[CH2:2][C:3]1[CH:23]=[CH:22][C:6]2[S:7][CH:8]=[C:9]([C:10]3[CH:15]=[CH:14][C:13]([O:16][CH2:17][CH2:18][O:19][CH3:20])=[CH:12][C:11]=3[CH3:21])[C:5]=2[CH:4]=1.[OH:24][C:25]1[N:30]=[CH:29][C:28]([CH:31]([C:38]#[C:39][CH3:40])[CH2:32][C:33]([O:35][CH2:36][CH3:37])=[O:34])=[CH:27][CH:26]=1, predict the reaction product. The product is: [CH3:20][O:19][CH2:18][CH2:17][O:16][C:13]1[CH:14]=[CH:15][C:10]([C:9]2[C:5]3[CH:4]=[C:3]([CH2:2][O:24][C:25]4[N:30]=[CH:29][C:28]([CH:31]([C:38]#[C:39][CH3:40])[CH2:32][C:33]([O:35][CH2:36][CH3:37])=[O:34])=[CH:27][CH:26]=4)[CH:23]=[CH:22][C:6]=3[S:7][CH:8]=2)=[C:11]([CH3:21])[CH:12]=1. (2) Given the reactants [CH3:1][C:2]1[CH:7]=[CH:6][CH:5]=[CH:4][C:3]=1[C:8]1[CH:13]=[CH:12][C:11]([C:14]2[O:18][N:17]=[C:16]([C:19]3[CH:20]=[C:21]([CH:25](O)[CH3:26])[CH:22]=[CH:23][CH:24]=3)[N:15]=2)=[CH:10][C:9]=1[C:28]([F:31])([F:30])[F:29].[NH2:32][C@@H:33]([CH3:41])[C:34]([O:36]C(C)(C)C)=[O:35], predict the reaction product. The product is: [CH3:1][C:2]1[CH:7]=[CH:6][CH:5]=[CH:4][C:3]=1[C:8]1[CH:13]=[CH:12][C:11]([C:14]2[O:18][N:17]=[C:16]([C:19]3[CH:20]=[C:21]([CH:22]=[CH:23][CH:24]=3)[CH2:25][CH2:26][NH:32][C@@H:33]([CH3:41])[C:34]([OH:36])=[O:35])[N:15]=2)=[CH:10][C:9]=1[C:28]([F:31])([F:30])[F:29].